From a dataset of Reaction yield outcomes from USPTO patents with 853,638 reactions. Predict the reaction yield, written as a fraction of the theoretical maximum amount of product (1.0 means a 100% yield; for example, 0.34 means a 34% yield). (1) The reactants are [C:1]([N:5]1[C:9](=[O:10])[C:8](Cl)=[C:7]([C:12]2[CH:17]=[CH:16][CH:15]=[CH:14][CH:13]=2)[S:6]1(=[O:19])=[O:18])([CH3:4])([CH3:3])[CH3:2].Cl.[CH2:21]([O:28][C:29]1[CH:35]=[CH:34][C:32]([NH2:33])=[CH:31][CH:30]=1)[C:22]1[CH:27]=[CH:26][CH:25]=[CH:24][CH:23]=1. The catalyst is CS(C)=O.O. The product is [CH2:21]([O:28][C:29]1[CH:30]=[CH:31][C:32]([NH:33][C:8]2[C:9](=[O:10])[N:5]([C:1]([CH3:4])([CH3:3])[CH3:2])[S:6](=[O:19])(=[O:18])[C:7]=2[C:12]2[CH:17]=[CH:16][CH:15]=[CH:14][CH:13]=2)=[CH:34][CH:35]=1)[C:22]1[CH:23]=[CH:24][CH:25]=[CH:26][CH:27]=1. The yield is 0.750. (2) The reactants are Br[C:2]1[CH:7]=[CH:6][C:5]([C:8]([CH3:12])([CH3:11])[CH2:9][OH:10])=[C:4]([O:13][CH3:14])[CH:3]=1.[Cl:15][C:16]1[CH:24]=[C:23]2[C:19]([C:20]([C:25]([O:27][CH3:28])=[O:26])=[CH:21][NH:22]2)=[CH:18][C:17]=1B1OCC(C)(C)CO1.C(=O)([O-])[O-].[K+].[K+].C1(C)C=CC=CC=1. The catalyst is C1C=CC(P(C2C=CC=CC=2)[C-]2C=CC=C2)=CC=1.C1C=CC(P(C2C=CC=CC=2)[C-]2C=CC=C2)=CC=1.Cl[Pd]Cl.[Fe+2].C1COCC1.O.C(O)C. The product is [Cl:15][C:16]1[CH:24]=[C:23]2[C:19]([C:20]([C:25]([O:27][CH3:28])=[O:26])=[CH:21][NH:22]2)=[CH:18][C:17]=1[C:2]1[CH:7]=[CH:6][C:5]([C:8]([CH3:12])([CH3:11])[CH2:9][OH:10])=[C:4]([O:13][CH3:14])[CH:3]=1. The yield is 0.560. (3) The reactants are C([O:3][C:4]([C:6]1([C:9]2[CH:14]=[CH:13][C:12]([C:15]3[CH:20]=[CH:19][C:18]([C:21]4[S:22][C:23]([F:40])=[CH:24][C:25]=4[NH:26][C:27]([O:29][C@@H:30]([C:32]4[CH:37]=[CH:36][C:35]([F:38])=[C:34]([F:39])[CH:33]=4)[CH3:31])=[O:28])=[CH:17][CH:16]=3)=[CH:11][CH:10]=2)[CH2:8][CH2:7]1)=[O:5])C.[OH-].[Na+].Cl. The catalyst is C(O)(C)C. The product is [F:39][C:34]1[CH:33]=[C:32]([C@H:30]([O:29][C:27]([NH:26][C:25]2[CH:24]=[C:23]([F:40])[S:22][C:21]=2[C:18]2[CH:19]=[CH:20][C:15]([C:12]3[CH:13]=[CH:14][C:9]([C:6]4([C:4]([OH:5])=[O:3])[CH2:7][CH2:8]4)=[CH:10][CH:11]=3)=[CH:16][CH:17]=2)=[O:28])[CH3:31])[CH:37]=[CH:36][C:35]=1[F:38]. The yield is 0.650.